This data is from Full USPTO retrosynthesis dataset with 1.9M reactions from patents (1976-2016). The task is: Predict the reactants needed to synthesize the given product. Given the product [NH2:1][C:2]1[N:10]=[C:9]2[C:5]([N:6]=[CH:7][N:8]2[CH2:11][C:12]2[CH:17]=[CH:16][CH:15]=[CH:14][CH:13]=2)=[C:4]([C:23]#[C:22][C:20]([CH3:21])([OH:24])[CH3:19])[N:3]=1, predict the reactants needed to synthesize it. The reactants are: [NH2:1][C:2]1[N:10]=[C:9]2[C:5]([N:6]=[CH:7][N:8]2[CH2:11][C:12]2[CH:17]=[CH:16][CH:15]=[CH:14][CH:13]=2)=[C:4](I)[N:3]=1.[CH3:19][C:20]([OH:24])([C:22]#[CH:23])[CH3:21].C(N(C(C)C)C(C)C)C.[Cl-].[NH4+].